This data is from Full USPTO retrosynthesis dataset with 1.9M reactions from patents (1976-2016). The task is: Predict the reactants needed to synthesize the given product. (1) The reactants are: [CH2:1]1[C:10]2[C:5](=[CH:6][CH:7]=[CH:8][CH:9]=2)[CH2:4][CH2:3][N:2]1[C:11]1[N:12]=C(C#N)[CH:14]=[C:15]2[C:19]([CH3:20])=[C:18]([CH3:21])[N:17]([CH2:22][C:23]3[CH:28]=[CH:27][C:26]([F:29])=[CH:25][CH:24]=3)[C:16]=12.[OH-:32].[K+].Cl.[CH2:35]([OH:37])[CH3:36]. Given the product [CH2:1]1[C:10]2[C:5](=[CH:6][CH:7]=[CH:8][CH:9]=2)[CH2:4][CH2:3][N:2]1[C:11]1[N:12]=[C:36]([C:35]([OH:32])=[O:37])[CH:14]=[C:15]2[C:19]([CH3:20])=[C:18]([CH3:21])[N:17]([CH2:22][C:23]3[CH:28]=[CH:27][C:26]([F:29])=[CH:25][CH:24]=3)[C:16]=12, predict the reactants needed to synthesize it. (2) Given the product [CH2:17]([N:4]([CH2:1][CH2:2][CH3:3])[S:5]([C:8]1[CH:9]=[CH:10][C:11]([C:12]([NH:24][C:25]2[S:26][C:27]3[C:33]([C:34]4[CH:39]=[CH:38][CH:37]=[CH:36][CH:35]=4)=[CH:32][CH:31]=[C:30]([O:40][CH3:41])[C:28]=3[N:29]=2)=[O:14])=[CH:15][CH:16]=1)(=[O:6])=[O:7])[CH2:18][CH3:19], predict the reactants needed to synthesize it. The reactants are: [CH2:1]([N:4]([CH2:17][CH2:18][CH3:19])[S:5]([C:8]1[CH:16]=[CH:15][C:11]([C:12]([OH:14])=O)=[CH:10][CH:9]=1)(=[O:7])=[O:6])[CH2:2][CH3:3].S(Cl)(Cl)=O.[NH2:24][C:25]1[S:26][C:27]2[C:33]([C:34]3[CH:39]=[CH:38][CH:37]=[CH:36][CH:35]=3)=[CH:32][CH:31]=[C:30]([O:40][CH3:41])[C:28]=2[N:29]=1.C(N(CC)CC)C. (3) Given the product [N+:20]([C:23]1[CH:24]=[C:25]([CH2:26][N:4]2[CH2:3][CH2:2][N:1]([C:7]3[CH:8]=[CH:9][C:10]4[N:11]([C:13]([C:16]([F:17])([F:18])[F:19])=[N:14][N:15]=4)[N:12]=3)[CH2:6][CH2:5]2)[CH:28]=[CH:29][CH:30]=1)([O-:22])=[O:21], predict the reactants needed to synthesize it. The reactants are: [N:1]1([C:7]2[CH:8]=[CH:9][C:10]3[N:11]([C:13]([C:16]([F:19])([F:18])[F:17])=[N:14][N:15]=3)[N:12]=2)[CH2:6][CH2:5][NH:4][CH2:3][CH2:2]1.[N+:20]([C:23]1[CH:24]=[C:25]([CH:28]=[CH:29][CH:30]=1)[CH:26]=O)([O-:22])=[O:21]. (4) Given the product [CH3:25][O:24][C:21]1[CH:20]=[CH:19][C:18]([CH2:17][N:4]2[C:5]([NH:10][C:11]3[CH:16]=[CH:15][CH:14]=[CH:13][CH:12]=3)=[C:6]3[C:2]([N:1]=[C:35]([CH2:34][NH:33][C:31](=[O:32])[O:30][C:26]([CH3:29])([CH3:28])[CH3:27])[NH:9][C:7]3=[O:8])=[N:3]2)=[CH:23][CH:22]=1, predict the reactants needed to synthesize it. The reactants are: [NH2:1][C:2]1[C:6]([C:7]([NH2:9])=[O:8])=[C:5]([NH:10][C:11]2[CH:16]=[CH:15][CH:14]=[CH:13][CH:12]=2)[N:4]([CH2:17][C:18]2[CH:23]=[CH:22][C:21]([O:24][CH3:25])=[CH:20][CH:19]=2)[N:3]=1.[C:26]([O:30][C:31]([NH:33][CH2:34][C:35](OCC)=O)=[O:32])([CH3:29])([CH3:28])[CH3:27].[H-].[Na+].C(O)C. (5) Given the product [S:1]([CH2:24][CH2:23][CH2:22][CH2:21][CH2:20][CH2:19][CH2:18][CH2:17][CH2:16][CH2:15][CH2:14][CH2:13][CH2:12][CH2:11][CH2:10][C:9]([OH:26])=[O:8])([OH:4])(=[O:3])=[O:2], predict the reactants needed to synthesize it. The reactants are: [S:1]([O-:4])([O-:3])=[O:2].[Na+].[Na+].C[O:8][C:9](=[O:26])[CH2:10][CH2:11][CH2:12][CH2:13][CH2:14][CH2:15][CH2:16][CH2:17][CH2:18][CH2:19][CH2:20][CH2:21][CH2:22][CH2:23][CH2:24]Br.[OH-].[Na+].S(=O)(=O)(O)O.S(=O)=O. (6) Given the product [CH:15]1([C:18]2[C:28]([CH2:29][C:30]3[N:35]=[C:34]([C:36]([O:38][CH3:39])=[O:37])[CH:33]=[CH:32][CH:31]=3)=[C:21]3[CH:22]=[CH:23][C:24]([O:26][CH3:27])=[CH:25][N:20]3[N:19]=2)[CH2:17][CH2:16]1, predict the reactants needed to synthesize it. The reactants are: FC(F)(F)C(O)=O.C([SiH](CC)CC)C.[CH:15]1([C:18]2[C:28]([CH:29](O)[C:30]3[N:35]=[C:34]([C:36]([O:38][CH3:39])=[O:37])[CH:33]=[CH:32][CH:31]=3)=[C:21]3[CH:22]=[CH:23][C:24]([O:26][CH3:27])=[CH:25][N:20]3[N:19]=2)[CH2:17][CH2:16]1.C(=O)(O)[O-].[Na+]. (7) Given the product [S:20]1[CH:21]=[CH:22][CH:23]=[C:19]1[C:17]([C:16]1[CH:15]=[N:14][N:13]2[C:8]([C:4]3[CH:3]=[C:2]([NH:1][C:24]([C:25]4[CH:33]=[CH:32][CH:31]=[CH:30][C:26]=4[C:27]([OH:29])=[O:28])=[O:34])[CH:7]=[CH:6][CH:5]=3)=[CH:9][CH:10]=[N:11][C:12]=12)=[O:18], predict the reactants needed to synthesize it. The reactants are: [NH2:1][C:2]1[CH:3]=[C:4]([C:8]2[N:13]3[N:14]=[CH:15][C:16]([C:17]([C:19]4[S:20][CH:21]=[CH:22][CH:23]=4)=[O:18])=[C:12]3[N:11]=[CH:10][CH:9]=2)[CH:5]=[CH:6][CH:7]=1.[C:24]1(=[O:34])[O:29][C:27](=[O:28])[C:26]2=[CH:30][CH:31]=[CH:32][CH:33]=[C:25]12. (8) Given the product [F:40][C:13]1([F:39])[CH2:12][NH:11][CH2:16][C@@H:15]([NH:17][C:18]2[N:19]=[CH:20][C:21]3[CH:27]=[N:26][CH:25]=[C:24]([C:28]4[C:36]5[C:31](=[CH:32][C:33]([C:37]#[N:38])=[CH:34][CH:35]=5)[NH:30][CH:29]=4)[C:22]=3[N:23]=2)[CH2:14]1, predict the reactants needed to synthesize it. The reactants are: C(OC([N:11]1[CH2:16][C@@H:15]([NH:17][C:18]2[N:19]=[CH:20][C:21]3[CH:27]=[N:26][CH:25]=[C:24]([C:28]4[C:36]5[C:31](=[CH:32][C:33]([C:37]#[N:38])=[CH:34][CH:35]=5)[NH:30][CH:29]=4)[C:22]=3[N:23]=2)[CH2:14][C:13]([F:40])([F:39])[CH2:12]1)=O)C1C=CC=CC=1.FC(F)(F)C(O)=O. (9) Given the product [Br:15][C:11]1[C:10]([CH3:13])=[N:9][C:7]2[N:8]=[C:3]([NH:2][CH3:1])[N:4]=[CH:5][C:6]=2[CH:12]=1, predict the reactants needed to synthesize it. The reactants are: [CH3:1][NH:2][C:3]1[N:4]=[CH:5][C:6]2[CH:12]=[CH:11][C:10]([CH3:13])=[N:9][C:7]=2[N:8]=1.[Al].[Br:15]N1C(=O)CCC1=O. (10) The reactants are: Cl[CH:2](Cl)/[C:3](=[N:5]\[NH:6]S(C1C=CC(C)=CC=1)(=O)=O)/[CH3:4].C(N(CC)CC)C.[C:25]([Si:29]([CH3:35])([CH3:34])[O:30][CH2:31][CH2:32][NH2:33])([CH3:28])([CH3:27])[CH3:26]. Given the product [C:25]([Si:29]([CH3:35])([CH3:34])[O:30][CH2:31][CH2:32][N:33]1[CH:2]=[C:3]([CH3:4])[N:5]=[N:6]1)([CH3:28])([CH3:27])[CH3:26], predict the reactants needed to synthesize it.